Dataset: Forward reaction prediction with 1.9M reactions from USPTO patents (1976-2016). Task: Predict the product of the given reaction. (1) Given the reactants [F:1][C:2]1[CH:3]=[C:4](I)[C:5](=[O:9])[N:6]([CH3:8])[CH:7]=1.C([Mg]Cl)(C)C.CN(C)[CH:18]=[O:19], predict the reaction product. The product is: [F:1][C:2]1[CH:3]=[C:4]([CH:18]=[O:19])[C:5](=[O:9])[N:6]([CH3:8])[CH:7]=1. (2) Given the reactants [CH3:1][O:2][C:3]1[CH:4]=[CH:5][C:6]([NH:12][CH2:13][CH2:14][CH2:15][C:16]([F:19])([F:18])[F:17])=[C:7]([CH:11]=1)[C:8]([OH:10])=O.CCN=C=NCCCN(C)C.C1C=CC2N(O)N=NC=2C=1.CCN(C(C)C)C(C)C.[CH3:50][C:51]([NH2:55])([C:53]#[CH:54])[CH3:52], predict the reaction product. The product is: [CH3:1][O:2][C:3]1[CH:4]=[CH:5][C:6]([NH:12][CH2:13][CH2:14][CH2:15][C:16]([F:19])([F:18])[F:17])=[C:7]([CH:11]=1)[C:8]([NH:55][C:51]([CH3:52])([C:53]#[CH:54])[CH3:50])=[O:10]. (3) Given the reactants C12(CS(O)(=O)=O)C(C)(C)C(CC1)CC2=O.[CH2:16]([N:18]1[C:24]2[CH:25]=[C:26]([F:30])[C:27]([NH2:29])=[CH:28][C:23]=2[O:22][CH2:21][CH2:20][CH2:19]1)[CH3:17].Cl[C:32]1[N:37]=[C:36]([NH:38][C:39]2[CH:44]=[CH:43][C:42]([N:45]3[CH2:50][CH2:49][O:48][CH2:47][CH2:46]3)=[CH:41][C:40]=2[O:51][CH3:52])[C:35]([Cl:53])=[CH:34][N:33]=1.C(=O)([O-])[O-], predict the reaction product. The product is: [Cl:53][C:35]1[C:36]([NH:38][C:39]2[CH:44]=[CH:43][C:42]([N:45]3[CH2:46][CH2:47][O:48][CH2:49][CH2:50]3)=[CH:41][C:40]=2[O:51][CH3:52])=[N:37][C:32]([NH:29][C:27]2[C:26]([F:30])=[CH:25][C:24]3[N:18]([CH2:16][CH3:17])[CH2:19][CH2:20][CH2:21][O:22][C:23]=3[CH:28]=2)=[N:33][CH:34]=1. (4) The product is: [NH2:19][C:20]1[C:25]([C:26]([NH:28][CH3:29])=[O:27])=[C:24]([NH:18][CH:16]([C:8]2[CH:9]=[C:10]3[N:15]([C:7]=2[C:2]2[CH:3]=[CH:4][CH:5]=[CH:6][N:1]=2)[CH:14]=[CH:13][CH:12]=[CH:11]3)[CH3:17])[N:23]=[CH:22][N:21]=1. Given the reactants [N:1]1[CH:6]=[CH:5][CH:4]=[CH:3][C:2]=1[C:7]1[N:15]2[C:10]([CH:11]=[CH:12][CH:13]=[CH:14]2)=[CH:9][C:8]=1[CH:16]([NH2:18])[CH3:17].[NH2:19][C:20]1[C:25]([C:26]([NH:28][CH3:29])=[O:27])=[C:24](Cl)[N:23]=[CH:22][N:21]=1.CCN(C(C)C)C(C)C, predict the reaction product. (5) The product is: [Br:1][C:2]1[CH:3]=[C:4]([CH2:10][CH:11]([NH:14][CH:15]=[O:16])[CH2:12][CH3:13])[CH:5]=[CH:6][C:7]=1[O:8][CH3:9]. Given the reactants [Br:1][C:2]1[CH:3]=[C:4]([CH2:10][CH:11]([NH2:14])[CH2:12][CH3:13])[CH:5]=[CH:6][C:7]=1[O:8][CH3:9].[CH:15](O)=[O:16], predict the reaction product. (6) Given the reactants [CH3:1][N:2]([CH2:13][C:14]1[N:18]([CH2:19][C@H:20]2[CH2:25][CH2:24][CH2:23][N:22]([CH2:26][C:27]3[CH:32]=[CH:31][CH:30]=CN=3)[CH2:21]2)[C:17]2[CH:33]=[CH:34][CH:35]=[CH:36][C:16]=2[N:15]=1)[C@@H:3]1[C:12]2[N:11]=[CH:10][CH:9]=[CH:8][C:7]=2[CH2:6][CH2:5][CH2:4]1.CN(CC1N(C[C@H]2CCCNC2)C2C=CC=CC=2N=1)[C@@H]1C2N=CC=CC=2CCC1.[S:66]1C=CC=C1C=O, predict the reaction product. The product is: [CH3:1][N:2]([CH2:13][C:14]1[N:18]([CH2:19][C@H:20]2[CH2:25][CH2:24][CH2:23][N:22]([CH2:26][C:27]3[S:66][CH:30]=[CH:31][CH:32]=3)[CH2:21]2)[C:17]2[CH:33]=[CH:34][CH:35]=[CH:36][C:16]=2[N:15]=1)[C@@H:3]1[C:12]2[N:11]=[CH:10][CH:9]=[CH:8][C:7]=2[CH2:6][CH2:5][CH2:4]1. (7) Given the reactants [BrH:1].[CH3:2][C:3]1([CH3:9])[CH2:7][CH2:6][O:5][C:4]1=O.[C:10](Cl)(=[O:14])[C:11](Cl)=O, predict the reaction product. The product is: [Br:1][CH2:6][CH2:7][C:3]([CH3:9])([CH3:2])[C:4]([O:14][CH2:10][CH3:11])=[O:5].